From a dataset of Full USPTO retrosynthesis dataset with 1.9M reactions from patents (1976-2016). Predict the reactants needed to synthesize the given product. (1) The reactants are: Br[CH:2]1[CH2:8][CH2:7][N:6]([CH2:9][CH2:10][O:11][CH3:12])[C:5]2=[N:13][N:14]([CH2:16][C:17]3[CH:22]=[CH:21][C:20]([O:23][CH3:24])=[CH:19][CH:18]=3)[CH:15]=[C:4]2[C:3]1=[O:25].[C:26]([S-:28])#[N:27].[K+].O. Given the product [CH3:24][O:23][C:20]1[CH:21]=[CH:22][C:17]([CH2:16][N:14]2[CH:15]=[C:4]3[C:5]([N:6]([CH2:9][CH2:10][O:11][CH3:12])[CH2:7][CH2:8][CH:2]([S:28][C:26]#[N:27])[C:3]3=[O:25])=[N:13]2)=[CH:18][CH:19]=1, predict the reactants needed to synthesize it. (2) Given the product [CH2:14]([C:10]1[C:9]([CH:16]=[O:17])=[C:8]([N:1]2[CH2:6][CH2:5][O:4][CH2:3][CH2:2]2)[N:12]([CH3:13])[N:11]=1)[CH3:15], predict the reactants needed to synthesize it. The reactants are: [NH:1]1[CH2:6][CH2:5][O:4][CH2:3][CH2:2]1.Cl[C:8]1[N:12]([CH3:13])[N:11]=[C:10]([CH2:14][CH3:15])[C:9]=1[CH:16]=[O:17]. (3) Given the product [Cl:1][C:2]1[S:6][C:5]([C:7]([NH:9][CH2:10][C:11]2[N:12]=[N:13][N:14]([C:16]3[CH:21]=[CH:20][C:19]([N:22]4[CH:27]=[CH:26][CH:25]=[CH:24][C:23]4=[O:28])=[CH:18][C:17]=3[N:29]3[CH2:34][CH2:33][S:32](=[O:35])[CH2:31][CH2:30]3)[CH:15]=2)=[O:8])=[CH:4][CH:3]=1, predict the reactants needed to synthesize it. The reactants are: [Cl:1][C:2]1[S:6][C:5]([C:7]([NH:9][CH2:10][C:11]2[N:12]=[N:13][N:14]([C:16]3[CH:21]=[CH:20][C:19]([N:22]4[CH:27]=[CH:26][CH:25]=[CH:24][C:23]4=[O:28])=[CH:18][C:17]=3[N:29]3[CH2:34][CH2:33][S:32][CH2:31][CH2:30]3)[CH:15]=2)=[O:8])=[CH:4][CH:3]=1.[OH:35]OS([O-])=O.[K+]. (4) Given the product [CH3:1][O:2][C:3]1[CH:4]=[C:5]([NH:11][CH:12]([C:30]2[CH:35]=[CH:34][CH:33]=[CH:32][CH:31]=2)[C:13]([C:15]2[C:23]3[C:18](=[CH:19][CH:20]=[CH:21][CH:22]=3)[N:17]([CH2:24][CH2:25][OH:26])[CH:16]=2)=[O:14])[CH:6]=[C:7]([O:9][CH3:10])[CH:8]=1, predict the reactants needed to synthesize it. The reactants are: [CH3:1][O:2][C:3]1[CH:4]=[C:5]([NH:11][CH:12]([C:30]2[CH:35]=[CH:34][CH:33]=[CH:32][CH:31]=2)[C:13]([C:15]2[C:23]3[C:18](=[CH:19][CH:20]=[CH:21][CH:22]=3)[N:17]([CH2:24][CH2:25][O:26]COC)[CH:16]=2)=[O:14])[CH:6]=[C:7]([O:9][CH3:10])[CH:8]=1.O1CCOCC1.C(=O)([O-])[O-].[K+].[K+].